The task is: Predict the reaction yield, written as a fraction of the theoretical maximum amount of product (1.0 means a 100% yield; for example, 0.34 means a 34% yield).. This data is from Reaction yield outcomes from USPTO patents with 853,638 reactions. (1) The reactants are Cl.[CH3:2][C:3]1[C:7]([CH2:8][N:9]2[CH:13]=[C:12]([NH2:14])[CH:11]=[N:10]2)=[C:6]([CH3:15])[O:5][N:4]=1.[N:16]1[CH:21]=[CH:20][CH:19]=[CH:18][C:17]=1[C:22](O)=[O:23].C1C=CC2N(O)N=NC=2C=1.C(N(CC)CC)C.C(Cl)CCl. The catalyst is C(Cl)Cl. The product is [CH3:2][C:3]1[C:7]([CH2:8][N:9]2[CH:13]=[C:12]([NH:14][C:22](=[O:23])[C:17]3[CH:18]=[CH:19][CH:20]=[CH:21][N:16]=3)[CH:11]=[N:10]2)=[C:6]([CH3:15])[O:5][N:4]=1. The yield is 0.600. (2) The reactants are [Br:1][C:2]1[CH:3]=[CH:4][C:5]2=[C:6]([CH:25]=1)[N:7]=[C:8]([NH:17][C:18]([O:20][C:21]([CH3:24])([CH3:23])[CH3:22])=[O:19])[CH2:9][C:10]([C:12]([O:14]CC)=[O:13])=[CH:11]2.[OH-].[Na+].Cl. The catalyst is C1COCC1. The product is [Br:1][C:2]1[CH:3]=[CH:4][C:5]2=[C:6]([CH:25]=1)[N:7]=[C:8]([NH:17][C:18]([O:20][C:21]([CH3:23])([CH3:22])[CH3:24])=[O:19])[CH2:9][C:10]([C:12]([OH:14])=[O:13])=[CH:11]2. The yield is 0.540. (3) The reactants are [F:1][C:2]1[C:3]([NH:24][C:25]2[CH:30]=[CH:29][C:28]([I:31])=[CH:27][C:26]=2[F:32])=[C:4]([CH:12]=[C:13](/[CH:16]=[N:17]/[O:18][CH2:19][C:20](=[O:23])[NH:21][CH3:22])[C:14]=1[F:15])[C:5]([NH:7][O:8][CH2:9][CH2:10][OH:11])=[O:6].ClC(Cl)C(O)=O. The catalyst is C(Cl)Cl. The product is [F:1][C:2]1[C:3]([NH:24][C:25]2[CH:30]=[CH:29][C:28]([I:31])=[CH:27][C:26]=2[F:32])=[C:4]([CH:12]=[C:13]([CH2:16][NH:17][O:18][CH2:19][C:20](=[O:23])[NH:21][CH3:22])[C:14]=1[F:15])[C:5]([NH:7][O:8][CH2:9][CH2:10][OH:11])=[O:6]. The yield is 0.530. (4) The reactants are [CH3:1][C:2]1[C:7]([C:8]2[CH:13]=[CH:12][NH:11][C:10](=[O:14])[N:9]=2)=[CH:6][CH:5]=[CH:4][N:3]=1.[H-].[Na+].Br[CH2:18][CH2:19][CH2:20][CH2:21][Cl:22].O. The catalyst is CN(C=O)C. The product is [Cl:22][CH2:21][CH2:20][CH2:19][CH2:18][N:11]1[CH:12]=[CH:13][C:8]([C:7]2[C:2]([CH3:1])=[N:3][CH:4]=[CH:5][CH:6]=2)=[N:9][C:10]1=[O:14]. The yield is 0.540. (5) The reactants are [C:1]([CH2:3][C:4]1([N:25]2[CH:29]=[C:28](B3OC(C)(C)C(C)(C)O3)[CH:27]=[N:26]2)[CH2:7][N:6]([C:8]2[C:22]([F:23])=[CH:21][C:11]([C:12]([NH:14][C@@H:15]([CH3:20])[C:16]([F:19])([F:18])[F:17])=[O:13])=[C:10]([F:24])[CH:9]=2)[CH2:5]1)#[N:2].Br[C:40]1[C:41]([CH3:46])=[N:42][NH:43][C:44]=1[CH3:45].C(=O)([O-])[O-].[Na+].[Na+].O. The catalyst is O1CCOCC1.C1C=CC([P]([Pd]([P](C2C=CC=CC=2)(C2C=CC=CC=2)C2C=CC=CC=2)([P](C2C=CC=CC=2)(C2C=CC=CC=2)C2C=CC=CC=2)[P](C2C=CC=CC=2)(C2C=CC=CC=2)C2C=CC=CC=2)(C2C=CC=CC=2)C2C=CC=CC=2)=CC=1. The product is [C:1]([CH2:3][C:4]1([N:25]2[CH:29]=[C:28]([C:40]3[C:41]([CH3:46])=[N:42][NH:43][C:44]=3[CH3:45])[CH:27]=[N:26]2)[CH2:5][N:6]([C:8]2[C:22]([F:23])=[CH:21][C:11]([C:12]([NH:14][C@@H:15]([CH3:20])[C:16]([F:17])([F:18])[F:19])=[O:13])=[C:10]([F:24])[CH:9]=2)[CH2:7]1)#[N:2]. The yield is 0.0970. (6) The reactants are ClC1C=CC(C(=O)CC(=O)C(F)(F)F)=CC=1.NC1C=CNN=1.[Cl:23][C:24]1[CH:29]=[CH:28][C:27]([C:30]2[CH:35]=[C:34]([C:36]([F:39])([F:38])[F:37])[N:33]3[N:40]=[CH:41][CH:42]=[C:32]3[N:31]=2)=[CH:26][CH:25]=1.C([O-])(=O)C.[Na+].[I:48]Cl. The catalyst is C(O)(=O)C.O.CCOC(C)=O. The product is [Cl:23][C:24]1[CH:29]=[CH:28][C:27]([C:30]2[CH:35]=[C:34]([C:36]([F:37])([F:39])[F:38])[N:33]3[N:40]=[CH:41][C:42]([I:48])=[C:32]3[N:31]=2)=[CH:26][CH:25]=1. The yield is 0.980. (7) The reactants are C1(C)C=C(C)C=C(C)C=1Cl.[OH:11][C@H:12]([C:27]1[CH:32]=[CH:31][C:30]([O:33][CH3:34])=[CH:29][CH:28]=1)[C@H:13]([NH:16][C:17](=[O:26])[O:18][CH2:19][C:20]1[CH:25]=[CH:24][CH:23]=[CH:22][CH:21]=1)[CH2:14]O.[NH:35]1[CH2:39][CH2:38][CH2:37][CH2:36]1. The catalyst is N1C=CC=CC=1. The product is [OH:11][C@H:12]([C:27]1[CH:32]=[CH:31][C:30]([O:33][CH3:34])=[CH:29][CH:28]=1)[C@H:13]([NH:16][C:17](=[O:26])[O:18][CH2:19][C:20]1[CH:25]=[CH:24][CH:23]=[CH:22][CH:21]=1)[CH2:14][N:35]1[CH2:39][CH2:38][CH2:37][CH2:36]1. The yield is 0.660. (8) The yield is 0.450. The catalyst is C(#N)C1C=CC=CC=1. The product is [NH2:9][C:7]1[CH:6]=[C:5]([O:10][CH3:11])[C:4]([C:12]2[CH:17]=[CH:16][CH:15]=[CH:14][CH:13]=2)=[C:3]([O:2][CH3:1])[C:8]=1[C:21]([C:23]1[CH:34]=[CH:35][CH:28]=[CH:29][CH:30]=1)=[O:22]. The reactants are [CH3:1][O:2][C:3]1[CH:8]=[C:7]([NH2:9])[CH:6]=[C:5]([O:10][CH3:11])[C:4]=1[C:12]1[CH:17]=[CH:16][CH:15]=[CH:14][CH:13]=1.CCO[C:21]([CH3:23])=[O:22].C(Cl)Cl.C(#N)[C:28]1[CH:35]=[CH:34]C=[C:30](C#N)[CH:29]=1. (9) The reactants are [CH3:1][N:2]([CH2:4][CH:5]1[CH:11]2[CH2:12][CH:8]([CH2:9][CH2:10]2)[CH:7]=[C:6]1[C:13]1[CH:14]=[C:15]([OH:19])[CH:16]=[CH:17][CH:18]=1)[CH3:3].[CH3:20][C:21]([CH3:26])([CH3:25])[C:22](Cl)=[O:23].C(N(CC)CC)C. The catalyst is C(Cl)Cl. The product is [CH3:3][N:2]([CH2:4][CH:5]1[CH:11]2[CH2:12][CH:8]([CH2:9][CH2:10]2)[CH:7]=[C:6]1[C:13]1[CH:14]=[C:15]([O:19][C:22](=[O:23])[C:21]([CH3:26])([CH3:25])[CH3:20])[CH:16]=[CH:17][CH:18]=1)[CH3:1]. The yield is 0.875.